Dataset: Forward reaction prediction with 1.9M reactions from USPTO patents (1976-2016). Task: Predict the product of the given reaction. (1) The product is: [ClH:34].[ClH:34].[NH2:7][C:6]1[N:2]([CH3:1])[N:3]=[CH:4][C:5]=1[CH2:27][CH2:28][NH2:29]. Given the reactants [CH3:1][N:2]1[C:6]([NH:7]C(C2C=CC=CC=2)(C2C=CC=CC=2)C2C=CC=CC=2)=[C:5]([CH2:27][CH2:28][NH:29]C(=O)OC)[CH:4]=[N:3]1.[ClH:34], predict the reaction product. (2) Given the reactants C([O:5][C:6](=[O:32])[CH2:7][O:8][C:9]1[C:14]2[CH2:15][CH2:16][CH2:17][CH2:18][CH:19]([NH:20][S:21]([C:24]3[CH:29]=[C:28]([Cl:30])[CH:27]=[C:26]([Cl:31])[CH:25]=3)(=[O:23])=[O:22])[C:13]=2[CH:12]=[CH:11][CH:10]=1)(C)(C)C.O.[OH-].[Li+], predict the reaction product. The product is: [Cl:31][C:26]1[CH:25]=[C:24]([S:21]([NH:20][CH:19]2[C:13]3[CH:12]=[CH:11][CH:10]=[C:9]([O:8][CH2:7][C:6]([OH:32])=[O:5])[C:14]=3[CH2:15][CH2:16][CH2:17][CH2:18]2)(=[O:22])=[O:23])[CH:29]=[C:28]([Cl:30])[CH:27]=1. (3) Given the reactants [Cl:1][C:2]1[C:3]([CH:32]=O)=[C:4]([O:27][C:28]([F:31])([F:30])[F:29])[CH:5]=[C:6]2[C:11]=1[NH:10][C:9](=[O:12])[N:8]([CH2:13][C:14]1[CH:19]=[C:18]([Cl:20])[CH:17]=[CH:16][C:15]=1[S:21]([CH2:24][CH3:25])(=[O:23])=[O:22])[C:7]2=[O:26].[C:34]([O:38][C:39](=[O:47])[NH:40][C@@H:41]1[CH2:46][CH2:45][CH2:44][NH:43][CH2:42]1)([CH3:37])([CH3:36])[CH3:35], predict the reaction product. The product is: [C:34]([O:38][C:39](=[O:47])[NH:40][C@@H:41]1[CH2:46][CH2:45][CH2:44][N:43]([CH2:32][C:3]2[C:2]([Cl:1])=[C:11]3[C:6]([C:7](=[O:26])[N:8]([CH2:13][C:14]4[CH:19]=[C:18]([Cl:20])[CH:17]=[CH:16][C:15]=4[S:21]([CH2:24][CH3:25])(=[O:22])=[O:23])[C:9](=[O:12])[NH:10]3)=[CH:5][C:4]=2[O:27][C:28]([F:30])([F:31])[F:29])[CH2:42]1)([CH3:37])([CH3:35])[CH3:36].